The task is: Predict the reaction yield, written as a fraction of the theoretical maximum amount of product (1.0 means a 100% yield; for example, 0.34 means a 34% yield).. This data is from Reaction yield outcomes from USPTO patents with 853,638 reactions. (1) The reactants are [NH2:1][C@@H:2]([CH3:14])[CH2:3][N:4]1[C:12]2[C:7](=[CH:8][CH:9]=[C:10]([OH:13])[CH:11]=2)[CH:6]=[N:5]1.C(=O)(O)[O-].[Na+].Cl[C:21]([O:23][CH2:24][C:25]1[CH:30]=[CH:29][CH:28]=[CH:27][CH:26]=1)=[O:22]. The catalyst is C1COCC1. The product is [OH:13][C:10]1[CH:11]=[C:12]2[C:7]([CH:6]=[N:5][N:4]2[CH2:3][C@@H:2]([NH:1][C:21](=[O:22])[O:23][CH2:24][C:25]2[CH:30]=[CH:29][CH:28]=[CH:27][CH:26]=2)[CH3:14])=[CH:8][CH:9]=1. The yield is 0.780. (2) The reactants are [Br:1][C:2]1[C:3](=[O:10])[N:4]([CH3:9])[C:5](Cl)=[N:6][CH:7]=1.[C:11]1([CH2:17][NH2:18])[CH:16]=[CH:15][CH:14]=[CH:13][CH:12]=1.C([O-])(O)=O.[Na+]. The catalyst is CCCCO.CCOC(C)=O. The product is [CH2:17]([NH:18][C:5]1[N:4]([CH3:9])[C:3](=[O:10])[C:2]([Br:1])=[CH:7][N:6]=1)[C:11]1[CH:16]=[CH:15][CH:14]=[CH:13][CH:12]=1. The yield is 0.990. (3) The reactants are [F:1][C:2]1[CH:3]=[C:4](OS(C(F)(F)F)(=O)=O)[CH:5]=[CH:6][C:7]=1[N+:8]([O-:10])=[O:9].[CH:19]1(B(O)O)[CH2:21][CH2:20]1.C(=O)([O-])[O-].[Cs+].[Cs+]. The catalyst is C1(C)C=CC=CC=1. The product is [CH:19]1([C:4]2[CH:5]=[CH:6][C:7]([N+:8]([O-:10])=[O:9])=[C:2]([F:1])[CH:3]=2)[CH2:21][CH2:20]1. The yield is 0.810. (4) The reactants are [CH:1]([NH:4][C:5]1[CH:6]=[CH:7][C:8]2[C:9]3[N:17]=[C:16]([C:18]4[CH:23]=[CH:22][CH:21]=[C:20]([C:24]([F:27])([F:26])[F:25])[CH:19]=4)[CH:15]=[C:14]([C:28]([NH2:30])=[O:29])[C:10]=3[NH:11][C:12]=2[CH:13]=1)([CH3:3])[CH3:2].C=O.[C:33](O[BH-](OC(=O)C)OC(=O)C)(=O)C.[Na+].C(O)(C(F)(F)F)=O.N. The catalyst is C(Cl)Cl.C1COCC1.CO.O. The product is [CH:1]([N:4]([CH3:33])[C:5]1[CH:6]=[CH:7][C:8]2[C:9]3[N:17]=[C:16]([C:18]4[CH:23]=[CH:22][CH:21]=[C:20]([C:24]([F:25])([F:27])[F:26])[CH:19]=4)[CH:15]=[C:14]([C:28]([NH2:30])=[O:29])[C:10]=3[NH:11][C:12]=2[CH:13]=1)([CH3:3])[CH3:2]. The yield is 0.380. (5) The reactants are [N+:1]([C:4]1[CH:8]=[C:7]([C:9]([OH:11])=O)[NH:6][N:5]=1)([O-:3])=[O:2].[F:12][C:13]1[CH:14]=[C:15]([CH:17]=[CH:18][CH:19]=1)[NH2:16].Cl.CN(C)CCCN=C=NCC.OC1C=CC=C[N+]=1[O-]. The catalyst is CN(C)C=O. The product is [F:12][C:13]1[CH:14]=[C:15]([NH:16][C:9]([C:7]2[NH:6][N:5]=[C:4]([N+:1]([O-:3])=[O:2])[CH:8]=2)=[O:11])[CH:17]=[CH:18][CH:19]=1. The yield is 0.420.